Dataset: Full USPTO retrosynthesis dataset with 1.9M reactions from patents (1976-2016). Task: Predict the reactants needed to synthesize the given product. (1) The reactants are: Br[C:2]1[CH:3]=[C:4]([CH3:21])[C:5]([C:8]2[CH:13]=[CH:12][C:11]([O:14][C:15]([F:18])([F:17])[F:16])=[CH:10][C:9]=2[O:19][CH3:20])=[N:6][CH:7]=1.CN1[C:27](=[O:28])[CH2:26][CH2:25]C1.[CH3:29][CH2:30]OC(C)=O. Given the product [CH2:29]([CH:27]([O:28][C:2]1[CH:3]=[C:4]([CH3:21])[C:5]([C:8]2[CH:13]=[CH:12][C:11]([O:14][C:15]([F:18])([F:17])[F:16])=[CH:10][C:9]=2[O:19][CH3:20])=[N:6][CH:7]=1)[CH2:26][CH3:25])[CH3:30], predict the reactants needed to synthesize it. (2) Given the product [CH3:1][C:2]([CH3:7])([CH3:6])[CH2:3][C:4]([C:12]1[CH:13]=[CH:14][C:9]([CH:19]=[O:8])=[CH:10][CH:11]=1)=[O:5], predict the reactants needed to synthesize it. The reactants are: [CH3:1][C:2]([CH3:7])([CH3:6])[CH2:3][CH:4]=[O:5].[OH2:8].[C:9]1([CH3:19])[CH:14]=[CH:13][C:12](S(O)(=O)=O)=[CH:11][CH:10]=1. (3) Given the product [Cl:17][C:18]1[C:19]([S:35]([NH2:36])(=[O:37])=[O:38])=[N:20][CH:21]=[C:22]([C:23]([N:13]2[CH2:12][CH:11]3[CH:15]([CH2:16][N:9]([C:6]4[CH:5]=[CH:4][C:3]([F:2])=[CH:8][CH:7]=4)[CH2:10]3)[CH2:14]2)=[O:24])[C:26]=1[NH:27][C:28]1[CH:29]=[C:30]([CH3:34])[CH:31]=[CH:32][CH:33]=1, predict the reactants needed to synthesize it. The reactants are: Cl.[F:2][C:3]1[CH:8]=[CH:7][C:6]([N:9]2[CH2:16][CH:15]3[CH:11]([CH2:12][NH:13][CH2:14]3)[CH2:10]2)=[CH:5][CH:4]=1.[Cl:17][C:18]1[C:19]([S:35](=[O:38])(=[O:37])[NH2:36])=[N:20][CH:21]=[C:22]([C:26]=1[NH:27][C:28]1[CH:29]=[C:30]([CH3:34])[CH:31]=[CH:32][CH:33]=1)[C:23](O)=[O:24]. (4) Given the product [C:13]([O:17][C:18]([NH:20][C:21]1[CH:22]=[CH:23][C:24]([C:27]2[N:31]([C:32]3[CH:33]=[N:34][CH:35]=[CH:36][CH:37]=3)[N:30]=[C:29]([C:38]([O:40][CH2:41][CH3:42])=[O:39])[CH:28]=2)=[N:25][CH:26]=1)=[O:19])([CH3:16])([CH3:15])[CH3:14], predict the reactants needed to synthesize it. The reactants are: C(N(CC)CC)C.CS(Cl)(=O)=O.[C:13]([O:17][C:18]([NH:20][C:21]1[CH:22]=[CH:23][C:24]([C:27]2(O)[N:31]([C:32]3[CH:33]=[N:34][CH:35]=[CH:36][CH:37]=3)[N:30]=[C:29]([C:38]([O:40][CH2:41][CH3:42])=[O:39])[CH2:28]2)=[N:25][CH:26]=1)=[O:19])([CH3:16])([CH3:15])[CH3:14]. (5) Given the product [ClH:50].[ClH:50].[ClH:50].[OH:35][CH2:34][C@@H:30]1[CH2:31][CH2:32][CH2:33][N:29]1[CH2:1][C:3]1[N:8]=[CH:7][C:6]([C:9]2[CH:10]=[C:11]([CH:26]=[CH:27][CH:28]=2)[CH2:12][N:13]([CH3:25])[C:14](=[O:24])[CH2:15][NH2:16])=[CH:5][CH:4]=1, predict the reactants needed to synthesize it. The reactants are: [CH:1]([C:3]1[N:8]=[CH:7][C:6]([C:9]2[CH:10]=[C:11]([CH:26]=[CH:27][CH:28]=2)[CH2:12][N:13]([CH3:25])[C:14](=[O:24])[CH2:15][NH:16]C(=O)OC(C)(C)C)=[CH:5][CH:4]=1)=O.[NH:29]1[CH2:33][CH2:32][CH2:31][C@@H:30]1[CH2:34][OH:35].C(O[BH-](OC(=O)C)OC(=O)C)(=O)C.[Na+].[Cl:50]C(Cl)C. (6) Given the product [CH:1]1([CH2:7][NH:8][C:9]2[C:10]([NH2:22])=[CH:11][C:12]([NH:15][C:16]3[CH:17]=[CH:18][CH:19]=[CH:20][CH:21]=3)=[CH:13][CH:14]=2)[CH2:2][CH2:3][CH2:4][CH2:5][CH2:6]1, predict the reactants needed to synthesize it. The reactants are: [CH:1]1([CH2:7][NH:8][C:9]2[CH:14]=[CH:13][C:12]([NH:15][C:16]3[CH:21]=[CH:20][CH:19]=[CH:18][CH:17]=3)=[CH:11][C:10]=2[N+:22]([O-])=O)[CH2:6][CH2:5][CH2:4][CH2:3][CH2:2]1.[H][H].